Dataset: Reaction yield outcomes from USPTO patents with 853,638 reactions. Task: Predict the reaction yield, written as a fraction of the theoretical maximum amount of product (1.0 means a 100% yield; for example, 0.34 means a 34% yield). (1) The reactants are O=C[C@@H]([C@H]([C@@H]([C@@H](CO)O)O)O)O.C1C=[N+]([C@@H]2O[C@H](COP(OP(OC[C@H]3O[C@@H](N4C5N=CN=C(N)C=5N=C4)[C@H](OP(O)(O)=O)[C@@H]3O)(O)=O)(O)=O)[C@@H](O)[C@H]2O)C=C(C(N)=O)C=1.[OH-].[Na+].[Cl:63][CH2:64][C:65](=[O:72])[CH2:66][C:67]([O:69][CH2:70][CH3:71])=[O:68]. No catalyst specified. The product is [Cl:63][CH2:64][C@@H:65]([OH:72])[CH2:66][C:67]([O:69][CH2:70][CH3:71])=[O:68]. The yield is 0.931. (2) The reactants are F[C:2]1[CH:3]=[C:4]2[C:9](=[CH:10][C:11]=1[N+:12]([O-:14])=[O:13])[NH:8][C:7](=[O:15])[N:6]([NH:16][S:17]([CH3:20])(=[O:19])=[O:18])[C:5]2=[O:21].[NH2:22][C@@H:23]([CH3:26])[CH2:24][OH:25]. No catalyst specified. The product is [OH:25][CH2:24][C@@H:23]([NH:22][C:2]1[CH:3]=[C:4]2[C:9](=[CH:10][C:11]=1[N+:12]([O-:14])=[O:13])[NH:8][C:7](=[O:15])[N:6]([NH:16][S:17]([CH3:20])(=[O:19])=[O:18])[C:5]2=[O:21])[CH3:26]. The yield is 0.610. (3) The reactants are COC([C:5]1[C:9](=[O:10])[O:8][CH2:7][C:6]=1O)=O.[Cl:12][C:13]1[N:18]=[CH:17][C:16]([CH2:19][NH:20][CH3:21])=[CH:15][CH:14]=1.S([O-])(O)(=O)=O.[K+].O. The catalyst is C(#N)CCC.ClCCl. The product is [Cl:12][C:13]1[N:18]=[CH:17][C:16]([CH2:19][N:20]([CH3:21])[C:6]2[CH2:7][O:8][C:9](=[O:10])[CH:5]=2)=[CH:15][CH:14]=1. The yield is 0.920. (4) The reactants are Br[C:2]1[CH:8]=[CH:7][C:5]([NH2:6])=[C:4]([CH2:9][CH3:10])[CH:3]=1.[CH3:11][PH:12](=[O:14])[CH3:13].P([O-])([O-])([O-])=O.[K+].[K+].[K+]. The catalyst is CN(C=O)C.C([O-])(=O)C.[Pd+2].C([O-])(=O)C.CC1(C)C2C(=C(P(C3C=CC=CC=3)C3C=CC=CC=3)C=CC=2)OC2C(P(C3C=CC=CC=3)C3C=CC=CC=3)=CC=CC1=2. The yield is 0.780. The product is [CH3:11][P:12]([C:2]1[CH:8]=[CH:7][C:5]([NH2:6])=[C:4]([CH2:9][CH3:10])[CH:3]=1)([CH3:13])=[O:14]. (5) The reactants are [CH3:1][O:2][C:3]1[CH:8]=[CH:7][CH:6]=[C:5]([NH2:9])[CH:4]=1.C(OC[CH2:18][CH2:19][CH3:20])(=O)CC(C)=O.[CH3:21][C:22]([OH:24])=[O:23].[C:25](O[BH-](OC(=O)C)OC(=O)C)(=O)[CH3:26].[Na+].[CH2:39](Cl)Cl. No catalyst specified. The product is [CH3:1][O:2][C:3]1[CH:4]=[C:5]([NH:9][CH:25]([CH3:26])[CH2:21][C:22]([O:24][C:19]([CH3:18])([CH3:20])[CH3:39])=[O:23])[CH:6]=[CH:7][CH:8]=1. The yield is 0.510. (6) The reactants are Cl.Cl.[N:3]1([C:10]2[CH:11]=[C:12]([CH:20]([CH3:22])[CH3:21])[CH:13]=[C:14]3[C:19]=2[N:18]=[CH:17][CH:16]=[CH:15]3)[CH2:9][CH2:8][CH2:7][NH:6][CH2:5][CH2:4]1.Cl[CH2:24][C:25]1[N:26]=[C:27]([C:30]2[CH:35]=[CH:34][CH:33]=[CH:32][CH:31]=2)[S:28][CH:29]=1.C([O-])([O-])=O.[Cs+].[Cs+].CCOC(C)=O. The catalyst is CN(C=O)C. The product is [CH:20]([C:12]1[CH:13]=[C:14]2[C:19](=[C:10]([N:3]3[CH2:9][CH2:8][CH2:7][N:6]([CH2:24][C:25]4[N:26]=[C:27]([C:30]5[CH:31]=[CH:32][CH:33]=[CH:34][CH:35]=5)[S:28][CH:29]=4)[CH2:5][CH2:4]3)[CH:11]=1)[N:18]=[CH:17][CH:16]=[CH:15]2)([CH3:22])[CH3:21]. The yield is 0.500.